From a dataset of Reaction yield outcomes from USPTO patents with 853,638 reactions. Predict the reaction yield, written as a fraction of the theoretical maximum amount of product (1.0 means a 100% yield; for example, 0.34 means a 34% yield). (1) The reactants are [H-].[Na+].[OH:3][CH:4]([C:15]1[CH:16]=[C:17]([CH3:21])[CH:18]=[CH:19][CH:20]=1)[C:5]1[CH:6]=[C:7]([CH:12]=[CH:13][CH:14]=1)[C:8]([O:10][CH3:11])=[O:9].Br[CH2:23][C:24]#[N:25]. The catalyst is CC#N. The product is [C:24]([CH2:23][O:3][CH:4]([C:15]1[CH:16]=[C:17]([CH3:21])[CH:18]=[CH:19][CH:20]=1)[C:5]1[CH:6]=[C:7]([CH:12]=[CH:13][CH:14]=1)[C:8]([O:10][CH3:11])=[O:9])#[N:25]. The yield is 0.300. (2) The reactants are Cl.Cl.[NH2:3][C:4]1([CH2:10][NH:11][C:12](=[O:20])[C:13]2[CH:18]=[CH:17][C:16]([Cl:19])=[CH:15][CH:14]=2)[CH2:9][CH2:8][NH:7][CH2:6][CH2:5]1.Cl[C:22]1[C:23]2[CH:30]=[CH:29][NH:28][C:24]=2[N:25]=[CH:26][N:27]=1.C(N(CC)CC)C. The catalyst is C(O)CCC. The product is [NH2:3][C:4]1([CH2:10][NH:11][C:12](=[O:20])[C:13]2[CH:14]=[CH:15][C:16]([Cl:19])=[CH:17][CH:18]=2)[CH2:9][CH2:8][N:7]([C:22]2[C:23]3[CH:30]=[CH:29][NH:28][C:24]=3[N:25]=[CH:26][N:27]=2)[CH2:6][CH2:5]1. The yield is 0.690. (3) The reactants are CC(C)([O-])C.[Na+].[CH3:7][C:8]1([CH3:27])[C:12](=[O:13])[C:11]2[C:14]([CH3:26])=[C:15]([N:20]3[CH2:25][CH2:24][NH:23][CH2:22][CH2:21]3)[C:16]([CH3:19])=[C:17]([CH3:18])[C:10]=2[O:9]1.Br[C:29]1[CH:34]=[CH:33][C:32]([O:35][CH3:36])=[C:31]([CH3:37])[CH:30]=1.C1C=CC(P(C2C(C3C(P(C4C=CC=CC=4)C4C=CC=CC=4)=CC=C4C=3C=CC=C4)=C3C(C=CC=C3)=CC=2)C2C=CC=CC=2)=CC=1. The catalyst is O.C([O-])(=O)C.[Pd+2].C([O-])(=O)C.C1(C)C=CC=CC=1. The product is [CH3:36][O:35][C:32]1[CH:33]=[CH:34][C:29]([N:23]2[CH2:22][CH2:21][N:20]([C:15]3[C:16]([CH3:19])=[C:17]([CH3:18])[C:10]4[O:9][C:8]([CH3:27])([CH3:7])[C:12](=[O:13])[C:11]=4[C:14]=3[CH3:26])[CH2:25][CH2:24]2)=[CH:30][C:31]=1[CH3:37]. The yield is 0.230. (4) No catalyst specified. The yield is 0.550. The reactants are [CH:1]([C:4]1[CH:5]=[CH:6][C:7]2[C:12]([NH:13][C:14]3[CH:15]=[C:16]([CH:28]=[CH:29][C:30]=3[S:31][C:32]3[CH:37]=[CH:36][C:35]([O:38]C)=[CH:34][CH:33]=3)[C:17]([NH:19][C:20]3[CH:25]=[CH:24][CH:23]=[CH:22][C:21]=3[O:26]C)=[O:18])=[N:11][CH:10]=[N:9][C:8]=2[N:40]=1)([CH3:3])[CH3:2].C(C1C=CC2C(NC3C=C(C=CC=3SC3C=CC(OC)=CC=3)C(NC3C=CC(C)=CC=3)=O)=NC=NC=2N=1)(C)C. The product is [OH:26][C:21]1[CH:22]=[CH:23][CH:24]=[CH:25][C:20]=1[NH:19][C:17](=[O:18])[C:16]1[CH:28]=[CH:29][C:30]([S:31][C:32]2[CH:33]=[CH:34][C:35]([OH:38])=[CH:36][CH:37]=2)=[C:14]([NH:13][C:12]2[C:7]3[CH:6]=[CH:5][C:4]([CH:1]([CH3:2])[CH3:3])=[N:40][C:8]=3[N:9]=[CH:10][N:11]=2)[CH:15]=1. (5) The reactants are Br[C:2]1[CH:11]=[C:10]([C:12]([O:14][CH3:15])=[O:13])[CH:9]=[CH:8][C:3]=1[C:4]([O:6][CH3:7])=[O:5].[NH2:16][C:17]1[CH:22]=[CH:21][CH:20]=[CH:19][CH:18]=1.C1C=CC(P(C2C=CC3C(=CC=CC=3)C=2C2C3C(=CC=CC=3)C=CC=2P(C2C=CC=CC=2)C2C=CC=CC=2)C2C=CC=CC=2)=CC=1.C(=O)([O-])[O-].[Cs+].[Cs+]. The catalyst is C(OCC)C.C([O-])(=O)C.[Pd+2].C([O-])(=O)C.C1(C)C=CC=CC=1. The product is [CH3:15][O:14][C:12](=[O:13])[C:10]1[CH:11]=[C:2]([NH:16][C:17]2[CH:22]=[CH:21][CH:20]=[CH:19][CH:18]=2)[C:3]([C:4]([O:6][CH3:7])=[O:5])=[CH:8][CH:9]=1. The yield is 0.970. (6) The reactants are [I-:1].[NH2:2][C:3]1[CH:8]=[C:7]([F:9])[CH:6]=[CH:5][C:4]=1[N+:10]1[C:14]([CH3:15])=[CH:13][S:12][C:11]=1SC. The catalyst is CO. The product is [I-:1].[F:9][C:7]1[CH:6]=[CH:5][C:4]2[N:10]3[C:14]([CH3:15])=[CH:13][S:12][C:11]3=[NH+:2][C:3]=2[CH:8]=1. The yield is 0.990. (7) The reactants are N1C=CN=C1.[Si:6](Cl)([C:9]([CH3:12])([CH3:11])[CH3:10])([CH3:8])[CH3:7].[OH:14][CH2:15][CH2:16][C:17]#[N:18]. The catalyst is CN(C=O)C. The product is [Si:6]([O:14][CH2:15][CH2:16][C:17]#[N:18])([C:9]([CH3:12])([CH3:11])[CH3:10])([CH3:8])[CH3:7]. The yield is 0.750. (8) The catalyst is C(O)C. The reactants are [CH3:1][N:2]1[C:10]2[CH:9]3[CH2:11][CH:6]([CH2:7][CH2:8]3)[C:5]=2[C:4]([CH2:12][O:13][N:14]2C(=O)C3C(=CC=CC=3)C2=O)=[N:3]1.C(Cl)Cl.O.NN. The product is [NH2:14][O:13][CH2:12][C:4]1[C:5]2[CH:6]3[CH2:11][CH:9]([CH2:8][CH2:7]3)[C:10]=2[N:2]([CH3:1])[N:3]=1. The yield is 0.640. (9) The yield is 0.720. The product is [Br:1][C:2]1[CH:3]=[C:4]([N+:10]([O-:12])=[O:11])[C:5]([CH3:9])=[C:6]([OH:13])[CH:7]=1. The reactants are [Br:1][C:2]1[CH:3]=[C:4]([N+:10]([O-:12])=[O:11])[C:5]([CH3:9])=[C:6](N)[CH:7]=1.[OH:13]S(O)(=O)=O.N([O-])=O.[Na+]. The catalyst is O.